From a dataset of Catalyst prediction with 721,799 reactions and 888 catalyst types from USPTO. Predict which catalyst facilitates the given reaction. Reactant: [C:1]([O:5][C:6]([N:8]1[CH2:13][CH2:12][C@@H:11]([N:14]=[N+]=[N-])[C@H:10]([OH:17])[CH2:9]1)=[O:7])([CH3:4])([CH3:3])[CH3:2].[H][H]. Product: [C:1]([O:5][C:6]([N:8]1[CH2:13][CH2:12][C@@H:11]([NH2:14])[C@H:10]([OH:17])[CH2:9]1)=[O:7])([CH3:4])([CH3:2])[CH3:3]. The catalyst class is: 19.